This data is from HIV replication inhibition screening data with 41,000+ compounds from the AIDS Antiviral Screen. The task is: Binary Classification. Given a drug SMILES string, predict its activity (active/inactive) in a high-throughput screening assay against a specified biological target. (1) The drug is Cc1nc2c(nc1C)C(=O)c1ccccc1C2=O. The result is 0 (inactive). (2) The compound is C=C1c2ccccc2Oc2nc3nc(N)c(C#N)c(N)c3c(N)c21. The result is 0 (inactive). (3) The compound is Cl.O=C1c2ccccc2Sc2ccccc2N1CCCN1CCN(c2ccc(F)cc2)CC1. The result is 0 (inactive). (4) The molecule is CN(C)CCc1ccc(Cl)cc1Cl.Cl. The result is 0 (inactive).